This data is from Full USPTO retrosynthesis dataset with 1.9M reactions from patents (1976-2016). The task is: Predict the reactants needed to synthesize the given product. (1) Given the product [Cl:7][C:8]1[CH:9]=[C:10]([C:14]2[O:18][N:17]=[C:16]([CH2:19][N:20]([CH3:21])[C:5]([NH:4][CH:1]3[CH2:3][CH2:2]3)=[S:6])[N:15]=2)[CH:11]=[CH:12][CH:13]=1, predict the reactants needed to synthesize it. The reactants are: [CH:1]1([N:4]=[C:5]=[S:6])[CH2:3][CH2:2]1.[Cl:7][C:8]1[CH:9]=[C:10]([C:14]2[O:18][N:17]=[C:16]([CH2:19][NH:20][CH3:21])[N:15]=2)[CH:11]=[CH:12][CH:13]=1. (2) Given the product [CH2:50]([O:52][C:53]1[CH:54]=[CH:55][C:56]([C:59]2[CH:64]=[CH:63][CH:62]=[C:61]([NH:65][C:23]([C:18]3[C:19](=[O:22])[O:20][C:21]4[C:16]([CH:17]=3)=[CH:15][CH:14]=[CH:13][C:12]=4[O:11][CH3:10])=[O:25])[CH:60]=2)=[CH:57][CH:58]=1)[CH3:51], predict the reactants needed to synthesize it. The reactants are: CCN(C(C)C)C(C)C.[CH3:10][O:11][C:12]1[CH:13]=[CH:14][CH:15]=[C:16]2[C:21]=1[O:20][C:19](=[O:22])[C:18]([C:23]([OH:25])=O)=[CH:17]2.CN(C(ON1N=NC2C=CC=NC1=2)=[N+](C)C)C.F[P-](F)(F)(F)(F)F.[CH2:50]([O:52][C:53]1[CH:58]=[CH:57][C:56]([C:59]2[CH:64]=[CH:63][CH:62]=[C:61]([NH2:65])[CH:60]=2)=[CH:55][CH:54]=1)[CH3:51].